From a dataset of NCI-60 drug combinations with 297,098 pairs across 59 cell lines. Regression. Given two drug SMILES strings and cell line genomic features, predict the synergy score measuring deviation from expected non-interaction effect. (1) Drug 1: CC12CCC(CC1=CCC3C2CCC4(C3CC=C4C5=CN=CC=C5)C)O. Drug 2: CC1C(C(CC(O1)OC2CC(OC(C2O)C)OC3=CC4=CC5=C(C(=O)C(C(C5)C(C(=O)C(C(C)O)O)OC)OC6CC(C(C(O6)C)O)OC7CC(C(C(O7)C)O)OC8CC(C(C(O8)C)O)(C)O)C(=C4C(=C3C)O)O)O)O. Cell line: DU-145. Synergy scores: CSS=17.8, Synergy_ZIP=6.06, Synergy_Bliss=11.7, Synergy_Loewe=10.4, Synergy_HSA=10.3. (2) Drug 1: CN(C)N=NC1=C(NC=N1)C(=O)N. Drug 2: C1=NC2=C(N=C(N=C2N1C3C(C(C(O3)CO)O)F)Cl)N. Cell line: PC-3. Synergy scores: CSS=13.5, Synergy_ZIP=-1.58, Synergy_Bliss=-1.99, Synergy_Loewe=-10.8, Synergy_HSA=-2.37. (3) Drug 1: C1=NC(=NC(=O)N1C2C(C(C(O2)CO)O)O)N. Drug 2: CNC(=O)C1=NC=CC(=C1)OC2=CC=C(C=C2)NC(=O)NC3=CC(=C(C=C3)Cl)C(F)(F)F. Cell line: SNB-19. Synergy scores: CSS=10.6, Synergy_ZIP=-3.75, Synergy_Bliss=-3.82, Synergy_Loewe=-9.65, Synergy_HSA=-3.56. (4) Synergy scores: CSS=60.5, Synergy_ZIP=-0.266, Synergy_Bliss=2.14, Synergy_Loewe=-17.1, Synergy_HSA=4.89. Drug 1: N.N.Cl[Pt+2]Cl. Cell line: SK-MEL-5. Drug 2: CC1C(C(CC(O1)OC2CC(CC3=C2C(=C4C(=C3O)C(=O)C5=CC=CC=C5C4=O)O)(C(=O)C)O)N)O. (5) Drug 1: C1=CC(=C2C(=C1NCCNCCO)C(=O)C3=C(C=CC(=C3C2=O)O)O)NCCNCCO. Drug 2: CCCCC(=O)OCC(=O)C1(CC(C2=C(C1)C(=C3C(=C2O)C(=O)C4=C(C3=O)C=CC=C4OC)O)OC5CC(C(C(O5)C)O)NC(=O)C(F)(F)F)O. Cell line: NCI-H226. Synergy scores: CSS=31.5, Synergy_ZIP=-2.85, Synergy_Bliss=-5.38, Synergy_Loewe=-11.0, Synergy_HSA=-4.33. (6) Drug 1: CC1C(C(=O)NC(C(=O)N2CCCC2C(=O)N(CC(=O)N(C(C(=O)O1)C(C)C)C)C)C(C)C)NC(=O)C3=C4C(=C(C=C3)C)OC5=C(C(=O)C(=C(C5=N4)C(=O)NC6C(OC(=O)C(N(C(=O)CN(C(=O)C7CCCN7C(=O)C(NC6=O)C(C)C)C)C)C(C)C)C)N)C. Drug 2: CC1=C2C(C(=O)C3(C(CC4C(C3C(C(C2(C)C)(CC1OC(=O)C(C(C5=CC=CC=C5)NC(=O)C6=CC=CC=C6)O)O)OC(=O)C7=CC=CC=C7)(CO4)OC(=O)C)O)C)OC(=O)C. Cell line: IGROV1. Synergy scores: CSS=1.64, Synergy_ZIP=-0.552, Synergy_Bliss=5.71, Synergy_Loewe=-1.27, Synergy_HSA=0.812. (7) Synergy scores: CSS=2.23, Synergy_ZIP=-3.72, Synergy_Bliss=0.531, Synergy_Loewe=-5.59, Synergy_HSA=-4.48. Cell line: HS 578T. Drug 1: C1=C(C(=O)NC(=O)N1)N(CCCl)CCCl. Drug 2: CC(C1=C(C=CC(=C1Cl)F)Cl)OC2=C(N=CC(=C2)C3=CN(N=C3)C4CCNCC4)N.